This data is from Full USPTO retrosynthesis dataset with 1.9M reactions from patents (1976-2016). The task is: Predict the reactants needed to synthesize the given product. (1) Given the product [NH2:1][C:2]1[N:3]=[CH:4][C:5]2[S:10][C:9](=[O:11])[N:8]([C@@H:12]3[O:24][C@H:23]([CH2:25][OH:26])[C@@H:18]([OH:19])[C@H:13]3[OH:14])[C:6]=2[N:7]=1, predict the reactants needed to synthesize it. The reactants are: [NH2:1][C:2]1[N:3]=[CH:4][C:5]2[S:10][C:9](=[O:11])[N:8]([C@@H:12]3[O:24][C@H:23]([CH2:25][O:26]C(=O)C)[C@@H:18]([O:19]C(=O)C)[C@H:13]3[O:14]C(=O)C)[C:6]=2[N:7]=1.C([O-])([O-])=O.[K+].[K+].CC(O)=O. (2) Given the product [NH2:42][CH:40]1[CH2:39][N:38]([CH2:37][CH2:36][CH:33]2[CH2:32][CH2:31][N:30]([C:22]3[CH:21]=[C:20]([C:18]([NH:17][CH2:16][C@H:13]4[CH2:14][CH2:15][C@H:10]([CH2:9][NH:8][C:6](=[O:7])[O:5][C:1]([CH3:3])([CH3:2])[CH3:4])[CH2:11][CH2:12]4)=[O:19])[C:29]4[C:24](=[CH:25][CH:26]=[CH:27][CH:28]=4)[N:23]=3)[CH2:35][CH2:34]2)[CH2:41]1, predict the reactants needed to synthesize it. The reactants are: [C:1]([O:5][C:6]([NH:8][CH2:9][C@H:10]1[CH2:15][CH2:14][C@H:13]([CH2:16][NH:17][C:18]([C:20]2[C:29]3[C:24](=[CH:25][CH:26]=[CH:27][CH:28]=3)[N:23]=[C:22]([N:30]3[CH2:35][CH2:34][CH:33]([CH2:36][CH2:37][N:38]4[CH2:41][CH:40]([NH:42]C(=O)OCC5C=CC=CC=5)[CH2:39]4)[CH2:32][CH2:31]3)[CH:21]=2)=[O:19])[CH2:12][CH2:11]1)=[O:7])([CH3:4])([CH3:3])[CH3:2].